Dataset: Peptide-MHC class I binding affinity with 185,985 pairs from IEDB/IMGT. Task: Regression. Given a peptide amino acid sequence and an MHC pseudo amino acid sequence, predict their binding affinity value. This is MHC class I binding data. (1) The peptide sequence is VLTLLLLLV. The MHC is HLA-A68:02 with pseudo-sequence HLA-A68:02. The binding affinity (normalized) is 0.279. (2) The peptide sequence is SYFVASFRLF. The MHC is HLA-A01:01 with pseudo-sequence HLA-A01:01. The binding affinity (normalized) is 0.171. (3) The peptide sequence is RLDAEYWSV. The MHC is HLA-A02:01 with pseudo-sequence HLA-A02:01. The binding affinity (normalized) is 0.650.